Dataset: Reaction yield outcomes from USPTO patents with 853,638 reactions. Task: Predict the reaction yield, written as a fraction of the theoretical maximum amount of product (1.0 means a 100% yield; for example, 0.34 means a 34% yield). (1) The reactants are Cl.C([O:9][CH2:10][CH2:11][O:12][C:13]1[CH:18]=[CH:17][N:16]=[C:15]([N:19]2[CH2:24][CH2:23][N:22]([C:25]3[CH:30]=[CH:29][C:28]([N+:31]([O-:33])=[O:32])=[CH:27][CH:26]=3)[CH2:21][CH2:20]2)[CH:14]=1)C1C=CC=CC=1. The catalyst is C(O)(C(F)(F)F)=O. The product is [N+:31]([C:28]1[CH:29]=[CH:30][C:25]([N:22]2[CH2:21][CH2:20][N:19]([C:15]3[CH:14]=[C:13]([O:12][CH2:11][CH2:10][OH:9])[CH:18]=[CH:17][N:16]=3)[CH2:24][CH2:23]2)=[CH:26][CH:27]=1)([O-:33])=[O:32]. The yield is 0.840. (2) The reactants are C([Si](C)(C)[N:6]1[C:10]2=[N:11][CH:12]=[C:13]([S:15][CH2:16][CH3:17])[CH:14]=[C:9]2[CH:8]=[CH:7]1)(C)(C)C.[F-].C([N+](CCCC)(CCCC)CCCC)CCC.O1CCCC1. The catalyst is [Cl-].[Na+].O. The product is [CH2:16]([S:15][C:13]1[CH:14]=[C:9]2[CH:8]=[CH:7][NH:6][C:10]2=[N:11][CH:12]=1)[CH3:17]. The yield is 0.480. (3) The reactants are [C:1]([C:4]1[CH:9]=[CH:8][C:7]([O:10][CH3:11])=[CH:6][C:5]=1[NH:12][C:13]([C:15]1[S:16][CH:17]=[C:18]([CH:20]([CH3:22])[CH3:21])[N:19]=1)=O)(=[O:3])[CH3:2].CC(C)([O-])C.[K+]. The catalyst is CC(O)(C)C. The product is [CH:20]([C:18]1[N:19]=[C:15]([C:13]2[CH:2]=[C:1]([OH:3])[C:4]3[C:5](=[CH:6][C:7]([O:10][CH3:11])=[CH:8][CH:9]=3)[N:12]=2)[S:16][CH:17]=1)([CH3:22])[CH3:21]. The yield is 0.710. (4) The reactants are [CH:1]1([NH:4][C:5]2[C:6]([NH2:11])=[CH:7][CH:8]=[CH:9][CH:10]=2)[CH2:3][CH2:2]1.C(N(C(C)C)CC)(C)C.[Cl:21][C:22]1[N:30]=[CH:29][CH:28]=[CH:27][C:23]=1[C:24](Cl)=[O:25]. The catalyst is C1COCC1. The product is [Cl:21][C:22]1[N:30]=[CH:29][CH:28]=[CH:27][C:23]=1[C:24]([NH:11][C:6]1[CH:7]=[CH:8][CH:9]=[CH:10][C:5]=1[NH:4][CH:1]1[CH2:3][CH2:2]1)=[O:25]. The yield is 0.650. (5) The reactants are C([O:8][C:9](=[O:37])[C:10]1[CH:15]=[CH:14][C:13]([O:16][C:17](=[O:36])[CH:18]([C:24]2[CH:33]=[C:32]3[C:27]([C:28]([CH3:35])([CH3:34])[CH2:29][CH2:30][O:31]3)=[CH:26][CH:25]=2)[CH2:19][CH2:20][CH2:21][CH2:22][CH3:23])=[CH:12][CH:11]=1)C1C=CC=CC=1. The catalyst is C([O-])(=O)C.[Pd]. The product is [CH3:34][C:28]1([CH3:35])[C:27]2[C:32](=[CH:33][C:24]([CH:18]([CH2:19][CH2:20][CH2:21][CH2:22][CH3:23])[C:17]([O:16][C:13]3[CH:12]=[CH:11][C:10]([C:9]([OH:37])=[O:8])=[CH:15][CH:14]=3)=[O:36])=[CH:25][CH:26]=2)[O:31][CH2:30][CH2:29]1. The yield is 0.590. (6) The reactants are [CH3:1][C@@:2]([S:24]([CH3:27])(=[O:26])=[O:25])([CH2:8][CH2:9][N:10]1[CH:14]=[C:13](B2OC(C)(C)C(C)(C)O2)[CH:12]=[N:11]1)[C:3]([O:5]CC)=[O:4].Br[C:29]1[CH:34]=[CH:33][C:32]([C:35]2[O:36][CH:37]=[CH:38][N:39]=2)=[CH:31][CH:30]=1.C(=O)([O-])[O-].[K+].[K+].[OH-].[Li+]. The catalyst is CO.O.C1C=CC([P]([Pd]([P](C2C=CC=CC=2)(C2C=CC=CC=2)C2C=CC=CC=2)([P](C2C=CC=CC=2)(C2C=CC=CC=2)C2C=CC=CC=2)[P](C2C=CC=CC=2)(C2C=CC=CC=2)C2C=CC=CC=2)(C2C=CC=CC=2)C2C=CC=CC=2)=CC=1. The product is [CH3:1][C@@:2]([S:24]([CH3:27])(=[O:25])=[O:26])([CH2:8][CH2:9][N:10]1[CH:14]=[C:13]([C:29]2[CH:34]=[CH:33][C:32]([C:35]3[O:36][CH:37]=[CH:38][N:39]=3)=[CH:31][CH:30]=2)[CH:12]=[N:11]1)[C:3]([OH:5])=[O:4]. The yield is 0.640. (7) The reactants are C(NC(=O)NC1C=CC(C2N=C(N3CCOC[C@@H]3C)C3CCN(C(OC(C)(C)C)=O)CC=3N=2)=CC=1)C.Cl[C:38]1[N:39]=[C:40]([N:52]2[CH2:57][CH2:56][O:55][CH2:54][C@@H:53]2[CH3:58])[C:41]2[CH2:46][N:45]([C:47]([O:49][CH2:50][CH3:51])=[O:48])[CH2:44][C:42]=2[N:43]=1.CC1(C)C(C)(C)OB([C:67]2[CH:72]=[CH:71][C:70]([NH:73][C:74](=[O:80])[NH:75][CH2:76][C:77]([NH2:79])=[O:78])=[CH:69][CH:68]=2)O1. The product is [NH2:79][C:77](=[O:78])[CH2:76][NH:75][C:74](=[O:80])[NH:73][C:70]1[CH:69]=[CH:68][C:67]([C:38]2[N:39]=[C:40]([N:52]3[CH2:57][CH2:56][O:55][CH2:54][C@@H:53]3[CH3:58])[C:41]3[CH2:46][N:45]([C:47]([O:49][CH2:50][CH3:51])=[O:48])[CH2:44][C:42]=3[N:43]=2)=[CH:72][CH:71]=1. The yield is 0.120. The catalyst is C1C=CC(P(C2C=CC=CC=2)[C-]2C=CC=C2)=CC=1.C1C=CC(P(C2C=CC=CC=2)[C-]2C=CC=C2)=CC=1.Cl[Pd]Cl.[Fe+2].